Dataset: Forward reaction prediction with 1.9M reactions from USPTO patents (1976-2016). Task: Predict the product of the given reaction. Given the reactants [H-].[Na+].Cl[CH2:4][CH2:5][S:6](Cl)(=[O:8])=[O:7].[CH3:10][O:11][C:12]1[CH:13]=[C:14]([CH:29]=[CH:30][CH:31]=1)[O:15][C:16]1[CH:21]=[CH:20][C:19]([C:22]2[C:23]([NH2:28])=[N:24][CH:25]=[CH:26][CH:27]=2)=[CH:18][CH:17]=1, predict the reaction product. The product is: [CH3:10][O:11][C:12]1[CH:13]=[C:14]([CH:29]=[CH:30][CH:31]=1)[O:15][C:16]1[CH:17]=[CH:18][C:19]([C:22]2[C:23]3=[N:28][S:6](=[O:8])(=[O:7])[CH2:5][CH2:4][N:24]3[CH:25]=[CH:26][CH:27]=2)=[CH:20][CH:21]=1.